Dataset: Reaction yield outcomes from USPTO patents with 853,638 reactions. Task: Predict the reaction yield, written as a fraction of the theoretical maximum amount of product (1.0 means a 100% yield; for example, 0.34 means a 34% yield). (1) The yield is 0.00633. The product is [CH3:33][O:32][C:30]1[CH:31]=[C:26]([CH2:25][CH2:24][C:14]2[CH:13]=[C:12]([NH:11][C:49]([C:46]3[CH:47]=[N:48][C:43]([N:40]4[CH2:41][CH2:42][N:37]([CH3:36])[CH2:38][CH2:39]4)=[N:44][CH:45]=3)=[O:50])[NH:16][N:15]=2)[CH:27]=[C:28]([O:34][CH3:35])[CH:29]=1. The catalyst is C1COCC1. The reactants are C[Si]([N-][Si](C)(C)C)(C)C.[Na+].[NH2:11][C:12]1[N:16](C(OC(C)(C)C)=O)[N:15]=[C:14]([CH2:24][CH2:25][C:26]2[CH:31]=[C:30]([O:32][CH3:33])[CH:29]=[C:28]([O:34][CH3:35])[CH:27]=2)[CH:13]=1.[CH3:36][N:37]1[CH2:42][CH2:41][N:40]([C:43]2[N:48]=[CH:47][C:46]([C:49](OC)=[O:50])=[CH:45][N:44]=2)[CH2:39][CH2:38]1. (2) The reactants are [H-].[Na+].[Br:3][C:4]1[CH:9]=[CH:8][C:7](/[C:10](=[N:16]/[OH:17])/[C:11]([O:13]CC)=[O:12])=[CH:6][CH:5]=1.Cl[CH2:19][C:20]1[CH:39]=[CH:38][C:23]([O:24][CH2:25][C:26]2[N:27]=[C:28]([C:32]3[CH:37]=[CH:36][CH:35]=[CH:34][CH:33]=3)[O:29][C:30]=2[CH3:31])=[CH:22][CH:21]=1.Cl.C(=O)(O)[O-].[Na+]. The catalyst is CN(C)C=O. The product is [Br:3][C:4]1[CH:5]=[CH:6][C:7](/[C:10](=[N:16]/[O:17][CH2:19][C:20]2[CH:21]=[CH:22][C:23]([O:24][CH2:25][C:26]3[N:27]=[C:28]([C:32]4[CH:37]=[CH:36][CH:35]=[CH:34][CH:33]=4)[O:29][C:30]=3[CH3:31])=[CH:38][CH:39]=2)/[C:11]([OH:13])=[O:12])=[CH:8][CH:9]=1. The yield is 0.810. (3) The reactants are [Cl:1][C:2]1[CH:3]=[C:4]2[C:8](=[C:9]([C:12]([OH:14])=O)[C:10]=1[F:11])[NH:7][CH:6]=[CH:5]2.CN(C(ON1N=NC2C=CC=CC1=2)=[N+](C)C)C.[B-](F)(F)(F)F.C(N(CC)C(C)C)(C)C.[C:46]([C:50]1[CH:70]=[CH:69][C:53]([CH2:54][NH:55][CH2:56][CH2:57][C:58]2[CH:63]=[CH:62][CH:61]=[C:60]([O:64][C:65]([F:68])([F:67])[F:66])[CH:59]=2)=[CH:52][CH:51]=1)([CH3:49])([CH3:48])[CH3:47]. The catalyst is CN(C=O)C.O. The product is [C:46]([C:50]1[CH:70]=[CH:69][C:53]([CH2:54][N:55]([CH2:56][CH2:57][C:58]2[CH:63]=[CH:62][CH:61]=[C:60]([O:64][C:65]([F:68])([F:67])[F:66])[CH:59]=2)[C:12]([C:9]2[C:10]([F:11])=[C:2]([Cl:1])[CH:3]=[C:4]3[C:8]=2[NH:7][CH:6]=[CH:5]3)=[O:14])=[CH:52][CH:51]=1)([CH3:49])([CH3:47])[CH3:48]. The yield is 0.230. (4) The reactants are [CH2:1]([O:8][C@@H:9]1[C@@H:14]([O:15][CH2:16][C:17]2[CH:22]=[CH:21][CH:20]=[CH:19][CH:18]=2)[C@H:13]([O:23][CH2:24][C:25]2[CH:30]=[CH:29][CH:28]=[CH:27][CH:26]=2)[C@@H:12]([CH2:31][O:32][CH2:33][C:34]2[CH:39]=[CH:38][CH:37]=[CH:36][CH:35]=2)[O:11][CH:10]1[C:40]1[C:48]2[O:47][CH2:46][CH2:45][C:44]=2[C:43]([Cl:49])=[C:42]([CH2:50]Br)[CH:41]=1)[C:2]1[CH:7]=[CH:6][CH:5]=[CH:4][CH:3]=1.C([O-])([O-])=O.[K+].[K+].[CH3:58][O:59][C:60]1[CH:65]=[CH:64][C:63](B(O)O)=[CH:62][CH:61]=1. The catalyst is CC(C)=O.O.Cl[Pd](Cl)([P](C1C=CC=CC=1)(C1C=CC=CC=1)C1C=CC=CC=1)[P](C1C=CC=CC=1)(C1C=CC=CC=1)C1C=CC=CC=1. The product is [Cl:49][C:43]1[C:44]2[CH2:45][CH2:46][O:47][C:48]=2[C:40]([CH:10]2[C@H:9]([O:8][CH2:1][C:2]3[CH:7]=[CH:6][CH:5]=[CH:4][CH:3]=3)[C@@H:14]([O:15][CH2:16][C:17]3[CH:22]=[CH:21][CH:20]=[CH:19][CH:18]=3)[C@H:13]([O:23][CH2:24][C:25]3[CH:26]=[CH:27][CH:28]=[CH:29][CH:30]=3)[C@@H:12]([CH2:31][O:32][CH2:33][C:34]3[CH:35]=[CH:36][CH:37]=[CH:38][CH:39]=3)[O:11]2)=[CH:41][C:42]=1[CH2:50][C:63]1[CH:64]=[CH:65][C:60]([O:59][CH3:58])=[CH:61][CH:62]=1. The yield is 0.620. (5) The reactants are [C:1]([O:5][C:6](=[O:20])[C@H:7]([CH2:12][C:13]([O:15][C:16]([CH3:19])([CH3:18])[CH3:17])=[O:14])[NH:8][CH2:9][CH:10]=[CH2:11])([CH3:4])([CH3:3])[CH3:2].O.[ClH:22]. The catalyst is C(#N)C. The product is [ClH:22].[C:1]([O:5][C:6](=[O:20])[C@H:7]([CH2:12][C:13]([O:15][C:16]([CH3:19])([CH3:18])[CH3:17])=[O:14])[NH:8][CH2:9][CH:10]=[CH2:11])([CH3:4])([CH3:2])[CH3:3]. The yield is 0.470.